Dataset: Forward reaction prediction with 1.9M reactions from USPTO patents (1976-2016). Task: Predict the product of the given reaction. (1) Given the reactants [ClH:1].[O:2]1[C:11]2[CH:10]=[C:9]([CH2:12][NH:13][CH:14]3[CH2:19][CH2:18][N:17]([CH2:20][CH2:21][N:22]4[C:31]5[C:26](=[N:27][C:28]([CH3:33])=[C:29](F)[CH:30]=5)[CH:25]=[CH:24][C:23]4=[O:34])[CH2:16][CH2:15]3)[N:8]=[CH:7][C:6]=2[O:5][CH2:4][CH2:3]1.[C:35](=O)([O-])[OH:36].[Na+], predict the reaction product. The product is: [ClH:1].[O:2]1[C:11]2[CH:10]=[C:9]([CH2:12][NH:13][CH:14]3[CH2:19][CH2:18][N:17]([CH2:20][CH2:21][N:22]4[C:31]5[C:26](=[N:27][C:28]([CH3:33])=[C:29]([O:36][CH3:35])[CH:30]=5)[CH:25]=[CH:24][C:23]4=[O:34])[CH2:16][CH2:15]3)[N:8]=[CH:7][C:6]=2[O:5][CH2:4][CH2:3]1. (2) Given the reactants [C:1]([C:4]1[CH:12]=[C:11]2[C:7]([C:8]([CH3:13])=[N:9][NH:10]2)=[CH:6][CH:5]=1)([OH:3])=[O:2].S(=O)(=O)(O)O.[C:19](=O)([O-])O.[Na+], predict the reaction product. The product is: [CH3:19][O:2][C:1]([C:4]1[CH:12]=[C:11]2[C:7]([C:8]([CH3:13])=[N:9][NH:10]2)=[CH:6][CH:5]=1)=[O:3]. (3) Given the reactants [CH2:1]([O:3][C:4](=[O:17])/[CH:5]=[CH:6]/[C:7]1[CH:12]=[CH:11][N:10]=[C:9]([C:13]([F:16])([F:15])[F:14])[CH:8]=1)[CH3:2].[Br-].[CH2:19]([S+]1CCCC1)[C:20]1[CH:25]=[CH:24][CH:23]=[CH:22][CH:21]=1, predict the reaction product. The product is: [CH2:1]([O:3][C:4]([C@H:5]1[C@H:6]([C:7]2[CH:12]=[CH:11][N:10]=[C:9]([C:13]([F:14])([F:15])[F:16])[CH:8]=2)[C@H:19]1[C:20]1[CH:25]=[CH:24][CH:23]=[CH:22][CH:21]=1)=[O:17])[CH3:2].